This data is from Forward reaction prediction with 1.9M reactions from USPTO patents (1976-2016). The task is: Predict the product of the given reaction. (1) Given the reactants [Cl:1][C:2]1[C:3]([F:9])=[C:4]([CH:6]=[CH:7][CH:8]=1)[NH2:5].[CH:10](=O)/[CH:11]=[CH:12]/[C:13]1[CH:18]=[CH:17][CH:16]=[CH:15][CH:14]=1.Cl.[OH-].[Na+], predict the reaction product. The product is: [Cl:1][C:2]1[C:3]([F:9])=[C:4]2[C:6]([CH:10]=[CH:11][C:12]([C:13]3[CH:18]=[CH:17][CH:16]=[CH:15][CH:14]=3)=[N:5]2)=[CH:7][CH:8]=1. (2) Given the reactants [CH3:1][Si:2]([CH3:17])([CH3:16])[C:3]#[C:4][C:5]1([CH3:15])[CH2:14][CH2:13][C:8]2(OCC[O:9]2)[CH2:7][CH2:6]1.Cl, predict the reaction product. The product is: [CH3:15][C:5]1([C:4]#[C:3][Si:2]([CH3:16])([CH3:1])[CH3:17])[CH2:14][CH2:13][C:8](=[O:9])[CH2:7][CH2:6]1. (3) The product is: [Cl:1][C:2]1[S:6][C:5]([C:7]2[CH:8]=[C:9]([N:13]3[C:17]4[CH:18]=[CH:19][C:20]([CH:22]([OH:24])[CH3:23])=[CH:21][C:16]=4[N:15]=[CH:14]3)[CH:10]=[CH:11][CH:12]=2)=[N:4][CH:3]=1. Given the reactants [Cl:1][C:2]1[S:6][C:5]([C:7]2[CH:8]=[C:9]([N:13]3[C:17]4[CH:18]=[CH:19][C:20]([C:22](=[O:24])[CH3:23])=[CH:21][C:16]=4[N:15]=[CH:14]3)[CH:10]=[CH:11][CH:12]=2)=[N:4][CH:3]=1.[BH4-].[Na+], predict the reaction product. (4) Given the reactants CC(C)([O-])C.[Na+].Br[C:8]1[CH:13]=[CH:12][C:11]([CH3:14])=[CH:10][C:9]=1[N:15]([CH2:21][CH2:22][CH2:23][O:24][CH3:25])[C:16](=[O:20])[CH:17]([CH3:19])[CH3:18], predict the reaction product. The product is: [CH3:25][O:24][CH2:23][CH2:22][CH2:21][N:15]1[C:9]2[C:8](=[CH:13][CH:12]=[C:11]([CH3:14])[CH:10]=2)[C:17]([CH3:19])([CH3:18])[C:16]1=[O:20]. (5) The product is: [ClH:46].[N:48]1[CH:42]=[CH:43][C:44]([CH2:57][N:12]([C@@H:4]([CH2:5][C:6]2[CH:7]=[CH:8][CH:9]=[CH:10][CH:11]=2)[C:1]([N:25]([CH:26]([CH3:27])[CH3:28])[CH3:29])=[O:3])[C:13](=[O:22])[OH:14])=[CH:45][CH:47]=1. Given the reactants [C:1]([C@@H:4]([NH:12][C:13](=[O:22])[O:14]CC1C=CN=CC=1)[CH2:5][C:6]1[CH:11]=[CH:10][CH:9]=[CH:8][CH:7]=1)([OH:3])=O.CC[N:25]([CH:29](C)C)[CH:26]([CH3:28])[CH3:27].CN(C(ON1N=[N:48][C:42]2[CH:43]=[CH:44][C:45](=[CH:47]C1=2)[Cl:46])=[N+](C)C)C.F[P-](F)(F)(F)(F)F.[CH3:57]NC(C)C.Cl.CCOCC, predict the reaction product. (6) Given the reactants [C:1]([C:5]1[CH:6]=[C:7]([CH:12]=[CH:13][C:14]=1OS(C(F)(F)F)(=O)=O)[C:8]([O:10][CH3:11])=[O:9])([CH3:4])([CH3:3])[CH3:2].[CH2:23]([O:25][C:26]1[CH:27]=[C:28](B(O)O)[CH:29]=[CH:30][CH:31]=1)[CH3:24].C(=O)([O-])[O-].[K+].[K+], predict the reaction product. The product is: [CH3:2][C:1]([C:5]1[CH:6]=[C:7]([C:8]([O:10][CH3:11])=[O:9])[CH:12]=[CH:13][C:14]=1[C:30]1[CH:29]=[CH:28][CH:27]=[C:26]([O:25][CH2:23][CH3:24])[CH:31]=1)([CH3:4])[CH3:3]. (7) The product is: [CH:33]1([C:31]([NH:30][C:28]2[N:29]=[C:24]3[CH:23]=[CH:22][C:21]([O:20][C:19]4[CH:18]=[C:17]([NH:16][C:7]([C:6]5[N:2]([CH3:1])[N:3]=[CH:4][CH:5]=5)=[O:9])[CH:38]=[CH:37][CH:36]=4)=[N:26][N:25]3[CH:27]=2)=[O:32])[CH2:34][CH2:35]1. Given the reactants [CH3:1][N:2]1[C:6]([C:7]([OH:9])=O)=[CH:5][CH:4]=[N:3]1.C(Cl)(=O)C(Cl)=O.[NH2:16][C:17]1[CH:18]=[C:19]([CH:36]=[CH:37][CH:38]=1)[O:20][C:21]1[CH:22]=[CH:23][C:24]2[N:25]([CH:27]=[C:28]([NH:30][C:31]([CH:33]3[CH2:35][CH2:34]3)=[O:32])[N:29]=2)[N:26]=1, predict the reaction product. (8) The product is: [C:40]([C:34]1[N:33]=[CH:32][C:31]([C:11]2[N:10]([C:8]([N:5]3[CH2:4][CH2:3][CH:2]([NH:1][C:44]([N:48]4[CH2:52][CH2:51][CH2:50][CH2:49]4)=[O:45])[CH2:7][CH2:6]3)=[O:9])[C@@:14]([C:16]3[CH:21]=[CH:20][C:19]([Cl:22])=[CH:18][CH:17]=3)([CH3:15])[C@@:13]([C:24]3[CH:29]=[CH:28][C:27]([Cl:30])=[CH:26][CH:25]=3)([CH3:23])[N:12]=2)=[C:36]([O:37][CH2:38][CH3:39])[CH:35]=1)([CH3:42])([CH3:41])[CH3:43]. Given the reactants [NH2:1][CH:2]1[CH2:7][CH2:6][N:5]([C:8]([N:10]2[C@@:14]([C:16]3[CH:21]=[CH:20][C:19]([Cl:22])=[CH:18][CH:17]=3)([CH3:15])[C@@:13]([C:24]3[CH:29]=[CH:28][C:27]([Cl:30])=[CH:26][CH:25]=3)([CH3:23])[N:12]=[C:11]2[C:31]2[CH:32]=[N:33][C:34]([C:40]([CH3:43])([CH3:42])[CH3:41])=[CH:35][C:36]=2[O:37][CH2:38][CH3:39])=[O:9])[CH2:4][CH2:3]1.[C:44](Cl)(Cl)=[O:45].[NH:48]1[CH2:52][CH2:51][CH2:50][CH2:49]1, predict the reaction product.